This data is from Forward reaction prediction with 1.9M reactions from USPTO patents (1976-2016). The task is: Predict the product of the given reaction. The product is: [CH:2]1([C:5]2[N:6]=[CH:7][C:8]([O:11][C@H:12]3[CH2:22][N:15]4[C:16](=[O:21])[CH2:17][CH2:18][N:19]([C:28](=[O:29])[C:27]5[CH:31]=[CH:32][CH:33]=[C:25]([C:24]([F:23])([F:34])[F:35])[CH:26]=5)[CH2:20][C@H:14]4[CH2:13]3)=[N:9][CH:10]=2)[CH2:4][CH2:3]1. Given the reactants Cl.[CH:2]1([C:5]2[N:6]=[CH:7][C:8]([O:11][C@H:12]3[CH2:22][N:15]4[C:16](=[O:21])[CH2:17][CH2:18][NH:19][CH2:20][C@H:14]4[CH2:13]3)=[N:9][CH:10]=2)[CH2:4][CH2:3]1.[F:23][C:24]([F:35])([F:34])[C:25]1[CH:26]=[C:27]([CH:31]=[CH:32][CH:33]=1)[C:28](Cl)=[O:29].C(N(CC)CC)C, predict the reaction product.